Dataset: NCI-60 drug combinations with 297,098 pairs across 59 cell lines. Task: Regression. Given two drug SMILES strings and cell line genomic features, predict the synergy score measuring deviation from expected non-interaction effect. (1) Drug 1: C1=CC=C(C=C1)NC(=O)CCCCCCC(=O)NO. Drug 2: C1=NC2=C(N1)C(=S)N=CN2. Cell line: SR. Synergy scores: CSS=85.0, Synergy_ZIP=0.482, Synergy_Bliss=1.51, Synergy_Loewe=1.15, Synergy_HSA=4.77. (2) Drug 1: CN(CC1=CN=C2C(=N1)C(=NC(=N2)N)N)C3=CC=C(C=C3)C(=O)NC(CCC(=O)O)C(=O)O. Drug 2: C1=CN(C(=O)N=C1N)C2C(C(C(O2)CO)O)O.Cl. Cell line: BT-549. Synergy scores: CSS=21.9, Synergy_ZIP=-8.02, Synergy_Bliss=-5.13, Synergy_Loewe=-2.23, Synergy_HSA=0.350.